Dataset: Full USPTO retrosynthesis dataset with 1.9M reactions from patents (1976-2016). Task: Predict the reactants needed to synthesize the given product. (1) Given the product [F:35][C:34]([F:37])([F:36])[C:38]([OH:40])=[O:39].[Cl:32][C:22]1[C:21]2[C:26](=[CH:27][C:18]([S:15]([N:8]([C:9]3[CH:14]=[CH:13][CH:12]=[CH:11][CH:10]=3)[CH2:7][C:6]([OH:33])=[O:5])(=[O:16])=[O:17])=[CH:19][CH:20]=2)[C:25]([NH:28][C:29]([NH2:31])=[NH:30])=[N:24][CH:23]=1, predict the reactants needed to synthesize it. The reactants are: C([O:5][C:6](=[O:33])[CH2:7][N:8]([S:15]([C:18]1[CH:27]=[C:26]2[C:21]([C:22]([Cl:32])=[CH:23][N:24]=[C:25]2[NH:28][C:29]([NH2:31])=[NH:30])=[CH:20][CH:19]=1)(=[O:17])=[O:16])[C:9]1[CH:14]=[CH:13][CH:12]=[CH:11][CH:10]=1)(C)(C)C.[C:34]([C:38]([OH:40])=[O:39])([F:37])([F:36])[F:35]. (2) Given the product [Br:8][C:5]1[CH:4]=[C:3]2[C:2](=[CH:7][CH:6]=1)[N:1]=[C:22]([CH3:23])[C:21]([C:20](=[O:25])[CH2:19][CH:18]([CH3:26])[CH3:17])=[C:9]2[C:11]1[CH:16]=[CH:15][CH:14]=[CH:13][CH:12]=1, predict the reactants needed to synthesize it. The reactants are: [NH2:1][C:2]1[CH:7]=[CH:6][C:5]([Br:8])=[CH:4][C:3]=1[C:9]([C:11]1[CH:16]=[CH:15][CH:14]=[CH:13][CH:12]=1)=O.[CH3:17][CH:18]([CH3:26])[CH2:19][C:20](=[O:25])[CH2:21][C:22](=O)[CH3:23].